Dataset: Forward reaction prediction with 1.9M reactions from USPTO patents (1976-2016). Task: Predict the product of the given reaction. Given the reactants [CH:1]([C@H:4]1[C@@H:8]2[C@@H:9]3[C@@:22]([CH3:25])([CH2:23][CH2:24][C@@:7]2([C:31]([O:33][CH2:34][C:35]2[CH:40]=[CH:39][CH:38]=[CH:37][CH:36]=2)=[O:32])[CH2:6][CH2:5]1)[C@@:21]1([CH3:26])[CH:12]([C@:13]2([CH3:30])[C@@H:18]([CH2:19][CH2:20]1)[C:17]([CH3:28])([CH3:27])[C:16](=[O:29])[CH2:15][CH2:14]2)[CH2:11][CH2:10]3)([CH3:3])[CH3:2].C[Si]([N-][Si](C)(C)C)(C)C.[K+].[F:51][C:52]([F:71])([F:70])[S:53](N(C1C=CC=CC=1)[S:53]([C:52]([F:71])([F:70])[F:51])(=[O:55])=[O:54])(=[O:55])=[O:54], predict the reaction product. The product is: [CH:1]([C@H:4]1[C@@H:8]2[C@@H:9]3[C@@:22]([CH3:25])([CH2:23][CH2:24][C@@:7]2([C:31]([O:33][CH2:34][C:35]2[CH:36]=[CH:37][CH:38]=[CH:39][CH:40]=2)=[O:32])[CH2:6][CH2:5]1)[C@@:21]1([CH3:26])[CH:12]([C@:13]2([CH3:30])[C@@H:18]([CH2:19][CH2:20]1)[C:17]([CH3:27])([CH3:28])[C:16]([O:29][S:53]([C:52]([F:71])([F:70])[F:51])(=[O:55])=[O:54])=[CH:15][CH2:14]2)[CH2:11][CH2:10]3)([CH3:3])[CH3:2].